Dataset: NCI-60 drug combinations with 297,098 pairs across 59 cell lines. Task: Regression. Given two drug SMILES strings and cell line genomic features, predict the synergy score measuring deviation from expected non-interaction effect. (1) Drug 1: CC1=C2C(C(=O)C3(C(CC4C(C3C(C(C2(C)C)(CC1OC(=O)C(C(C5=CC=CC=C5)NC(=O)OC(C)(C)C)O)O)OC(=O)C6=CC=CC=C6)(CO4)OC(=O)C)OC)C)OC. Drug 2: C1=CC(=CC=C1C#N)C(C2=CC=C(C=C2)C#N)N3C=NC=N3. Cell line: BT-549. Synergy scores: CSS=36.5, Synergy_ZIP=3.46, Synergy_Bliss=0.830, Synergy_Loewe=-30.4, Synergy_HSA=0.268. (2) Drug 1: CC12CCC(CC1=CCC3C2CCC4(C3CC=C4C5=CN=CC=C5)C)O. Drug 2: CC12CCC3C(C1CCC2=O)CC(=C)C4=CC(=O)C=CC34C. Cell line: HCT116. Synergy scores: CSS=57.8, Synergy_ZIP=-1.08, Synergy_Bliss=-3.90, Synergy_Loewe=-4.08, Synergy_HSA=-4.40. (3) Drug 1: CC12CCC3C(C1CCC2NC(=O)OCC(F)(F)F)CCC4C3(C=CC(=O)N4C)C. Drug 2: CCN(CC)CCNC(=O)C1=C(NC(=C1C)C=C2C3=C(C=CC(=C3)F)NC2=O)C. Cell line: UACC62. Synergy scores: CSS=45.4, Synergy_ZIP=12.1, Synergy_Bliss=13.8, Synergy_Loewe=1.69, Synergy_HSA=13.1. (4) Drug 1: C1CC(=O)NC(=O)C1N2CC3=C(C2=O)C=CC=C3N. Drug 2: CN(C)N=NC1=C(NC=N1)C(=O)N. Cell line: A498. Synergy scores: CSS=5.97, Synergy_ZIP=-1.55, Synergy_Bliss=1.47, Synergy_Loewe=1.72, Synergy_HSA=1.60. (5) Drug 1: C1CN(P(=O)(OC1)NCCCl)CCCl. Drug 2: C(CCl)NC(=O)N(CCCl)N=O. Cell line: A549. Synergy scores: CSS=2.91, Synergy_ZIP=2.46, Synergy_Bliss=9.80, Synergy_Loewe=2.89, Synergy_HSA=4.23. (6) Drug 1: CN(C)C1=NC(=NC(=N1)N(C)C)N(C)C. Drug 2: C(=O)(N)NO. Cell line: OVCAR-5. Synergy scores: CSS=-3.50, Synergy_ZIP=1.54, Synergy_Bliss=-0.0971, Synergy_Loewe=-5.27, Synergy_HSA=-4.48.